Predict the reactants needed to synthesize the given product. From a dataset of Full USPTO retrosynthesis dataset with 1.9M reactions from patents (1976-2016). Given the product [CH3:22][C:20]1[NH:19][N:18]=[C:17]([NH:16][C:4]2[N:3]=[C:2]([NH:23][C:24]3[CH:31]=[CH:30][C:27]([C:28]#[N:29])=[CH:26][CH:25]=3)[C:11]3[C:6]([CH:5]=2)=[C:7]([O:14][CH3:15])[C:8]([O:12][CH3:13])=[CH:9][CH:10]=3)[CH:21]=1, predict the reactants needed to synthesize it. The reactants are: Cl[C:2]1[C:11]2[C:6](=[C:7]([O:14][CH3:15])[C:8]([O:12][CH3:13])=[CH:9][CH:10]=2)[CH:5]=[C:4]([NH:16][C:17]2[CH:21]=[C:20]([CH3:22])[NH:19][N:18]=2)[N:3]=1.[NH2:23][C:24]1[CH:31]=[CH:30][C:27]([C:28]#[N:29])=[CH:26][CH:25]=1.